This data is from Reaction yield outcomes from USPTO patents with 853,638 reactions. The task is: Predict the reaction yield, written as a fraction of the theoretical maximum amount of product (1.0 means a 100% yield; for example, 0.34 means a 34% yield). (1) The yield is 0.790. The catalyst is C(Cl)Cl. The product is [CH2:1]1[C:10]2[C:5](=[CH:6][CH:7]=[CH:8][CH:9]=2)[CH2:4][CH2:3][N:2]1[C:11]([O:13][C@H:14]1[CH2:18][C@@H:17]([C:19]([O:21][CH3:22])=[O:20])[NH:16][CH2:15]1)=[O:12]. The reactants are [CH2:1]1[C:10]2[C:5](=[CH:6][CH:7]=[CH:8][CH:9]=2)[CH2:4][CH2:3][N:2]1[C:11]([O:13][C@H:14]1[CH2:18][C@@H:17]([C:19]([O:21][CH3:22])=[O:20])[N:16](C)[CH2:15]1)=[O:12].C(O)(C(F)(F)F)=O. (2) The product is [Cl:1][CH2:2][CH2:3][C:4]([C:6]1[CH:11]=[CH:10][CH:9]=[CH:8][CH:7]=1)([OH:5])[CH2:16][CH:15]=[CH2:14]. The catalyst is C1COCC1.[Zn]. The yield is 0.970. The reactants are [Cl:1][CH2:2][CH2:3][C:4]([C:6]1[CH:11]=[CH:10][CH:9]=[CH:8][CH:7]=1)=[O:5].[NH4+].[Cl-].[CH2:14](Br)[CH:15]=[CH2:16].